This data is from Peptide-MHC class I binding affinity with 185,985 pairs from IEDB/IMGT. The task is: Regression. Given a peptide amino acid sequence and an MHC pseudo amino acid sequence, predict their binding affinity value. This is MHC class I binding data. (1) The peptide sequence is FLLALLSCI. The MHC is HLA-A02:03 with pseudo-sequence HLA-A02:03. The binding affinity (normalized) is 0.817. (2) The peptide sequence is RLCLFDRYFK. The MHC is HLA-A31:01 with pseudo-sequence HLA-A31:01. The binding affinity (normalized) is 0.646. (3) The peptide sequence is ASEAVNDSRF. The MHC is HLA-A01:01 with pseudo-sequence HLA-A01:01. The binding affinity (normalized) is 0.0429. (4) The peptide sequence is GLSRPLLRL. The MHC is Patr-A0701 with pseudo-sequence Patr-A0701. The binding affinity (normalized) is 0.208.